This data is from NCI-60 drug combinations with 297,098 pairs across 59 cell lines. The task is: Regression. Given two drug SMILES strings and cell line genomic features, predict the synergy score measuring deviation from expected non-interaction effect. (1) Drug 1: CC(CN1CC(=O)NC(=O)C1)N2CC(=O)NC(=O)C2. Drug 2: CC1OCC2C(O1)C(C(C(O2)OC3C4COC(=O)C4C(C5=CC6=C(C=C35)OCO6)C7=CC(=C(C(=C7)OC)O)OC)O)O. Cell line: UACC62. Synergy scores: CSS=44.6, Synergy_ZIP=6.17, Synergy_Bliss=6.11, Synergy_Loewe=9.67, Synergy_HSA=10.7. (2) Drug 1: CC1=CC=C(C=C1)C2=CC(=NN2C3=CC=C(C=C3)S(=O)(=O)N)C(F)(F)F. Drug 2: CCC1(CC2CC(C3=C(CCN(C2)C1)C4=CC=CC=C4N3)(C5=C(C=C6C(=C5)C78CCN9C7C(C=CC9)(C(C(C8N6C=O)(C(=O)OC)O)OC(=O)C)CC)OC)C(=O)OC)O.OS(=O)(=O)O. Cell line: OVCAR-5. Synergy scores: CSS=9.84, Synergy_ZIP=0.760, Synergy_Bliss=6.16, Synergy_Loewe=-2.75, Synergy_HSA=7.84. (3) Cell line: HL-60(TB). Drug 2: C1=CN(C(=O)N=C1N)C2C(C(C(O2)CO)O)O.Cl. Synergy scores: CSS=71.8, Synergy_ZIP=-8.49, Synergy_Bliss=-9.52, Synergy_Loewe=-7.28, Synergy_HSA=-4.40. Drug 1: C1=C(C(=O)NC(=O)N1)N(CCCl)CCCl. (4) Drug 1: CC1=C(C=C(C=C1)NC2=NC=CC(=N2)N(C)C3=CC4=NN(C(=C4C=C3)C)C)S(=O)(=O)N.Cl. Drug 2: CC1=C(C(=CC=C1)Cl)NC(=O)C2=CN=C(S2)NC3=CC(=NC(=N3)C)N4CCN(CC4)CCO. Cell line: CAKI-1. Synergy scores: CSS=78.0, Synergy_ZIP=37.4, Synergy_Bliss=35.2, Synergy_Loewe=38.3, Synergy_HSA=39.4. (5) Drug 1: CC12CCC(CC1=CCC3C2CCC4(C3CC=C4C5=CN=CC=C5)C)O. Drug 2: CC12CCC3C(C1CCC2=O)CC(=C)C4=CC(=O)C=CC34C. Cell line: DU-145. Synergy scores: CSS=38.1, Synergy_ZIP=0.585, Synergy_Bliss=-0.933, Synergy_Loewe=-1.09, Synergy_HSA=-1.68. (6) Drug 1: CC1=C(C(CCC1)(C)C)C=CC(=CC=CC(=CC(=O)O)C)C. Drug 2: B(C(CC(C)C)NC(=O)C(CC1=CC=CC=C1)NC(=O)C2=NC=CN=C2)(O)O. Cell line: BT-549. Synergy scores: CSS=30.6, Synergy_ZIP=-3.35, Synergy_Bliss=-9.95, Synergy_Loewe=-49.1, Synergy_HSA=-9.36.